From a dataset of Forward reaction prediction with 1.9M reactions from USPTO patents (1976-2016). Predict the product of the given reaction. (1) Given the reactants [Br:1][C:2]1[C:3]([N:8]2[C:12]([CH2:13][C:14]3[N:19]=[CH:18][N:17]4[N:20]=[C:21](Cl)[N:22]=[C:16]4[C:15]=3[CH2:24][CH2:25][CH3:26])=[CH:11][CH:10]=[N:9]2)=[N:4][CH:5]=[CH:6][CH:7]=1.[NH:27]1[CH2:31][CH2:30][CH2:29][CH2:28]1, predict the reaction product. The product is: [Br:1][C:2]1[C:3]([N:8]2[C:12]([CH2:13][C:14]3[N:19]=[CH:18][N:17]4[N:20]=[C:21]([N:27]5[CH2:31][CH2:30][CH2:29][CH2:28]5)[N:22]=[C:16]4[C:15]=3[CH2:24][CH2:25][CH3:26])=[CH:11][CH:10]=[N:9]2)=[N:4][CH:5]=[CH:6][CH:7]=1. (2) The product is: [F:1][C:2]1[CH:7]=[CH:6][CH:5]=[C:4]([O:8][C:9]2[CH:10]=[N:11][C:12]3[C:17]([CH:18]=2)=[CH:16][CH:15]=[CH:14][C:13]=3[F:19])[C:3]=1[C:20]([OH:22])([C:23]([CH3:26])([CH3:25])[CH3:24])[CH3:21]. Given the reactants [F:1][C:2]1[CH:7]=[CH:6][CH:5]=[C:4]([O:8][C:9]2[CH:10]=[N:11][C:12]3[C:17]([CH:18]=2)=[CH:16][CH:15]=[CH:14][C:13]=3[F:19])[C:3]=1[C:20](=[O:22])[CH3:21].[C:23]([Mg]Cl)([CH3:26])([CH3:25])[CH3:24].Cl, predict the reaction product. (3) Given the reactants Cl.[NH:2]1[CH2:7][CH2:6][CH2:5][CH2:4][C:3]1=O.C([O-])([O-])=[O:10].[K+].[K+].[Cl:15][C:16]1[S:17][C:18]([CH2:21]Cl)=[CH:19][N:20]=1, predict the reaction product. The product is: [Cl:15][C:16]1[S:17][C:18]([CH2:21][N:2]2[CH2:7][CH2:6][C:5](=[O:10])[CH2:4][CH2:3]2)=[CH:19][N:20]=1. (4) Given the reactants Br[C:2]1[CH:7]=[CH:6][C:5]([Cl:8])=[C:4]([Cl:9])[CH:3]=1.[C:10]1(B(O)O)[CH:15]=[CH:14][CH:13]=[CH:12][CH:11]=1.C1(P(C2C=CC=CC=2)C2C=CC=CC=2)C=CC=CC=1.C(=O)([O-])[O-].[K+].[K+], predict the reaction product. The product is: [C:10]1([C:2]2[CH:7]=[CH:6][C:5]([Cl:8])=[C:4]([Cl:9])[CH:3]=2)[CH:15]=[CH:14][CH:13]=[CH:12][CH:11]=1.